Dataset: Forward reaction prediction with 1.9M reactions from USPTO patents (1976-2016). Task: Predict the product of the given reaction. (1) Given the reactants C(OC([N:8]1[CH2:13][CH2:12][CH:11]2[C:14]3[CH:20]=[CH:19][C:18]([S:21]([C:24]4[CH:29]=[C:28]([F:30])[CH:27]=[C:26]([O:31][CH2:32]CCCl)[CH:25]=4)(=[O:23])=[O:22])=[CH:17][C:15]=3[O:16][CH:10]2[CH2:9]1)=O)(C)(C)C.[I-].[Na+].C(=O)([O-])[O-].[K+].[K+].[CH:44]([N:47]([CH2:51][CH3:52])[CH:48]([CH3:50])[CH3:49])([CH3:46])C.C(#N)C, predict the reaction product. The product is: [F:30][C:28]1[CH:29]=[C:24]([S:21]([C:18]2[CH:19]=[CH:20][C:14]3[CH:11]4[CH2:12][CH2:13][NH:8][CH2:9][CH:10]4[O:16][C:15]=3[CH:17]=2)(=[O:23])=[O:22])[CH:25]=[C:26]([O:31][CH2:32][CH2:52][CH2:51][N:47]2[CH2:44][CH2:46][CH2:50][C@H:48]2[CH3:49])[CH:27]=1. (2) The product is: [CH3:10][O:9][C:7]1[CH:8]=[C:3]([O:2][CH3:1])[N:4]=[C:5]([O:11][CH:12]([C:16]([S:29]([CH3:32])=[O:30])([C:23]2[CH:28]=[CH:27][CH:26]=[CH:25][CH:24]=2)[C:17]2[CH:22]=[CH:21][CH:20]=[CH:19][CH:18]=2)[C:13]([OH:15])=[O:14])[N:6]=1. Given the reactants [CH3:1][O:2][C:3]1[CH:8]=[C:7]([O:9][CH3:10])[N:6]=[C:5]([O:11][CH:12]([C:16]([S:29]([CH3:32])(=O)=[O:30])([C:23]2[CH:28]=[CH:27][CH:26]=[CH:25][CH:24]=2)[C:17]2[CH:22]=[CH:21][CH:20]=[CH:19][CH:18]=2)[C:13]([OH:15])=[O:14])[N:4]=1.C(O)(=O)C.OO, predict the reaction product.